This data is from Full USPTO retrosynthesis dataset with 1.9M reactions from patents (1976-2016). The task is: Predict the reactants needed to synthesize the given product. (1) Given the product [Br:1][C:2]1[CH:3]=[C:4]2[C:9](=[CH:10][CH:11]=1)[N:8]=[CH:7][N:6]=[C:5]2[C:12]1[CH:13]=[C:14]([C:15]([N:59]2[CH2:58][CH2:57][NH:56][C:55]([CH3:61])([CH3:54])[CH2:60]2)=[O:17])[CH:18]=[CH:19][CH:20]=1, predict the reactants needed to synthesize it. The reactants are: [Br:1][C:2]1[CH:3]=[C:4]2[C:9](=[CH:10][CH:11]=1)[N:8]=[CH:7][N:6]=[C:5]2[C:12]1[CH:13]=[C:14]([CH:18]=[CH:19][CH:20]=1)[C:15]([OH:17])=O.CN(C(ON1N=NC2C=CC=CC1=2)=[N+](C)C)C.F[P-](F)(F)(F)(F)F.CCN(C(C)C)C(C)C.[CH3:54][C:55]1([CH3:61])[CH2:60][NH:59][CH2:58][CH2:57][NH:56]1. (2) Given the product [CH2:8]([N:7]1[CH2:6][CH2:5][O:20][C:19]([CH2:18][O:17][CH3:16])([CH2:22][O:23][CH3:24])[CH2:21]1)[C:9]1[CH:14]=[CH:13][CH:12]=[CH:11][CH:10]=1, predict the reactants needed to synthesize it. The reactants are: S(O)(O[CH2:5][CH2:6][NH:7][CH2:8][C:9]1[CH:14]=[CH:13][CH:12]=[CH:11][CH:10]=1)(=O)=O.[CH3:16][O:17][CH2:18][C:19]1([CH2:22][O:23][CH3:24])[CH2:21][O:20]1. (3) Given the product [C:1]([O:15][CH:14]1[O:16][C@H:17]([CH2:22][O:23][C:28](=[O:30])[CH3:29])[C@@H:18]([O:21][C:14](=[O:15])[CH3:13])[C@H:19]([O:20][C:10](=[O:11])[CH3:9])[C@@H:13]1[NH:12][C:10](=[O:11])[CH2:9][O:8][CH2:1][C:2]1[CH:7]=[CH:6][CH:5]=[CH:4][CH:3]=1)(=[O:8])[CH3:2], predict the reactants needed to synthesize it. The reactants are: [CH2:1]([O:8][CH2:9][C:10]([NH:12][C@H:13]1[C@@H:19]([OH:20])[C@H:18]([OH:21])[C@@H:17]([CH2:22][OH:23])[O:16][CH:14]1[OH:15])=[O:11])[C:2]1[CH:7]=[CH:6][CH:5]=[CH:4][CH:3]=1.C(O[C:28](=[O:30])[CH3:29])(=O)C. (4) Given the product [F:26][C:25]1[NH:24][N:23]=[N:22][C:21]=1[C:17]1[CH:16]=[C:15]([C:11]2([CH3:14])[CH2:12][CH2:13][N:8]([CH2:1][CH2:2][CH2:3][CH2:4][CH2:5][CH3:6])[CH2:9][CH:10]2[CH3:27])[CH:20]=[CH:19][CH:18]=1, predict the reactants needed to synthesize it. The reactants are: [C:1]([N:8]1[CH2:13][CH2:12][C:11]([C:15]2[CH:20]=[CH:19][CH:18]=[C:17]([C:21]3[N:22]=[N:23][NH:24][C:25]=3[F:26])[CH:16]=2)([CH3:14])[CH:10]([CH3:27])[CH2:9]1)(=O)[CH2:2][CH2:3][CH2:4][CH2:5][CH3:6].[H-].[Al+3].[Li+].[H-].[H-].[H-].